Dataset: Forward reaction prediction with 1.9M reactions from USPTO patents (1976-2016). Task: Predict the product of the given reaction. (1) Given the reactants [F:1][C:2]1[CH:3]=[C:4]2[C:9](=[CH:10][CH:11]=1)[N:8]=[C:7]([CH:12]=[CH:13][C:14]1[O:15][C:16]([N+:19]([O-:21])=[O:20])=[CH:17][CH:18]=1)[NH:6][C:5]2=O.P(Cl)(Cl)(Cl)(Cl)[Cl:24].P(Cl)(Cl)(Cl)=O, predict the reaction product. The product is: [Cl:24][C:5]1[C:4]2[C:9](=[CH:10][CH:11]=[C:2]([F:1])[CH:3]=2)[N:8]=[C:7]([CH:12]=[CH:13][C:14]2[O:15][C:16]([N+:19]([O-:21])=[O:20])=[CH:17][CH:18]=2)[N:6]=1. (2) Given the reactants [O:1]1[C:5]2[CH:6]=[CH:7][C:8]([C:10]3([C:13]([NH:15][C:16]4[N:21]=[C:20]([C:22]5[CH:27]=[CH:26][N:25]=[C:24]([O:28]C)[CH:23]=5)[C:19]([CH3:30])=[CH:18][CH:17]=4)=[O:14])[CH2:12][CH2:11]3)=[CH:9][C:4]=2[CH2:3][CH2:2]1.I[Si](C)(C)C, predict the reaction product. The product is: [O:1]1[C:5]2[CH:6]=[CH:7][C:8]([C:10]3([C:13]([NH:15][C:16]4[CH:17]=[CH:18][C:19]([CH3:30])=[C:20]([C:22]5[CH:27]=[CH:26][NH:25][C:24](=[O:28])[CH:23]=5)[N:21]=4)=[O:14])[CH2:12][CH2:11]3)=[CH:9][C:4]=2[CH2:3][CH2:2]1.